Dataset: Full USPTO retrosynthesis dataset with 1.9M reactions from patents (1976-2016). Task: Predict the reactants needed to synthesize the given product. (1) Given the product [Br:37][C:34]1[CH:35]=[CH:36][C:31]([O:30][CH2:29][CH2:28][CH2:27][CH2:26][CH2:25][CH2:24][N:9]2[CH2:8][CH:7]([C:1]3[CH:2]=[CH:3][CH:4]=[CH:5][CH:6]=3)[N:11]([C:12]3[CH:13]=[CH:14][N:15]=[CH:16][CH:17]=3)[C:10]2=[O:42])=[CH:32][CH:33]=1, predict the reactants needed to synthesize it. The reactants are: [C:1]1([CH:7]2[N:11]([C:12]3[CH:17]=[CH:16][N:15]=[CH:14][CH:13]=3)[C:10](=NC#N)[NH:9][CH2:8]2)[CH:6]=[CH:5][CH:4]=[CH:3][CH:2]=1.[H-].[Na+].Br[CH2:24][CH2:25][CH2:26][CH2:27][CH2:28][CH2:29][O:30][C:31]1[CH:36]=[CH:35][C:34]([Br:37])=[CH:33][CH:32]=1.CN(C=[O:42])C. (2) Given the product [CH3:10][N:1]1[C:9]2[C:4](=[CH:5][CH:6]=[CH:7][CH:8]=2)[CH:3]=[CH:2]1, predict the reactants needed to synthesize it. The reactants are: [NH:1]1[C:9]2[C:4](=[CH:5][CH:6]=[CH:7][CH:8]=2)[CH:3]=[CH:2]1.[C:10](OC)(=O)C(OC)=O.CC(C)([O-])C.[K+]. (3) Given the product [CH2:4]([CH:15]1[C:20](=[S:41]=[O:43])[C:19]([F:21])=[CH:18][CH:17]=[C:16]1[C:22]1[N:34]([CH3:35])[C:25]2=[N:26][CH:27]=[C:28]([C:30]([F:31])([F:33])[F:32])[CH:29]=[C:24]2[N:23]=1)[CH3:8], predict the reactants needed to synthesize it. The reactants are: ClC1C=CC=[C:4]([C:8](OO)=O)C=1.C(S[C:15]1[CH:20]=[C:19]([F:21])[CH:18]=[CH:17][C:16]=1[C:22]1[N:34]([CH3:35])[C:25]2=[N:26][CH:27]=[C:28]([C:30]([F:33])([F:32])[F:31])[CH:29]=[C:24]2[N:23]=1)C.C(=O)([O-])O.[Na+].[S:41]([O-])([O-])(=[O:43])=S.[Na+].[Na+]. (4) Given the product [O:18]1[C:12]2[CH:11]=[CH:10][CH:9]=[CH:20][C:13]=2[C:14](=[O:19])[NH:15][CH2:16][CH2:17]1, predict the reactants needed to synthesize it. The reactants are: CC1(C)C(C)(C)OB([C:9]2[CH:10]=[CH:11][C:12]3[O:18][CH2:17][CH2:16][NH:15][C:14](=[O:19])[C:13]=3[CH:20]=2)O1.BrC1C=CN(C)C(=O)C=1.C(=O)([O-])[O-].[Cs+].[Cs+].CCOC(C)=O. (5) Given the product [CH3:1][O:2][C:3]([C:4]1[CH:5]=[C:6]([C:8]2[CH:13]=[C:12]([CH3:14])[CH:11]=[CH:10][C:9]=2[F:15])[O:7][N:19]=1)=[O:17], predict the reactants needed to synthesize it. The reactants are: [CH3:1][O:2][C:3](=[O:17])[C:4](=O)[CH2:5][C:6]([C:8]1[CH:13]=[C:12]([CH3:14])[CH:11]=[CH:10][C:9]=1[F:15])=[O:7].Cl.[NH2:19]O. (6) Given the product [F:1][C:2]([F:22])([F:21])[CH2:3][O:4][CH:5]1[CH2:8][CH:7]([O:9][C:10]2[CH:15]=[CH:14][N:13]=[C:12]([CH2:16][C:17]([NH2:23])=[O:18])[CH:11]=2)[CH2:6]1, predict the reactants needed to synthesize it. The reactants are: [F:1][C:2]([F:22])([F:21])[CH2:3][O:4][CH:5]1[CH2:8][CH:7]([O:9][C:10]2[CH:15]=[CH:14][N:13]=[C:12]([CH2:16][C:17](OC)=[O:18])[CH:11]=2)[CH2:6]1.[NH3:23].CO. (7) Given the product [CH3:9][O:7][C:6]1[CH:5]=[CH:4][C:3]([CH3:8])=[CH:2][CH:1]=1, predict the reactants needed to synthesize it. The reactants are: [CH:1]1[C:6]([OH:7])=[CH:5][CH:4]=[C:3]([CH3:8])[CH:2]=1.[C:9](=O)([O-])[O-].[K+].[K+].CN(C=O)C.IC. (8) Given the product [CH2:29]([O:31][CH2:32][CH2:33][NH:34][C:11]([C:9]1[CH:10]=[C:5]2[N:4]=[C:3]([NH:14][C:15]3[S:16][C:17]4[CH:23]=[C:22]([O:24][C:25]([F:26])([F:27])[F:28])[CH:21]=[CH:20][C:18]=4[N:19]=3)[N:2]([CH3:1])[C:6]2=[N:7][CH:8]=1)=[O:12])[CH3:30], predict the reactants needed to synthesize it. The reactants are: [CH3:1][N:2]1[C:6]2=[N:7][CH:8]=[C:9]([C:11](O)=[O:12])[CH:10]=[C:5]2[N:4]=[C:3]1[NH:14][C:15]1[S:16][C:17]2[CH:23]=[C:22]([O:24][C:25]([F:28])([F:27])[F:26])[CH:21]=[CH:20][C:18]=2[N:19]=1.[CH2:29]([O:31][CH2:32][CH2:33][NH2:34])[CH3:30].CN(C(ON1N=NC2C=CC=CC1=2)=[N+](C)C)C.F[P-](F)(F)(F)(F)F.CCN(C(C)C)C(C)C. (9) Given the product [OH:1][NH:2][C:6](=[O:5])[CH2:7][CH2:8][CH2:9][CH2:10][CH2:11][CH2:12][N:13]([C:20]1[CH:25]=[C:24]([O:26][CH:27]([CH3:29])[CH3:28])[CH:23]=[CH:22][N:21]=1)[C:14]1[CH:19]=[CH:18][CH:17]=[CH:16][N:15]=1, predict the reactants needed to synthesize it. The reactants are: [OH:1][NH2:2].C([O:5][C:6](=O)[CH2:7][CH2:8][CH2:9][CH2:10][CH2:11][CH2:12][N:13]([C:20]1[CH:25]=[C:24]([O:26][CH:27]([CH3:29])[CH3:28])[CH:23]=[CH:22][N:21]=1)[C:14]1[CH:19]=[CH:18][CH:17]=[CH:16][N:15]=1)C. (10) The reactants are: C([O:8][CH2:9][CH2:10][NH:11][CH2:12][CH:13]([NH:28][C:29]([C:31]1[S:47][C:34]2=[N:35][C:36]3[CH2:37][CH2:38][CH:39]([C:43]([CH3:46])([CH3:45])[CH3:44])[CH2:40][C:41]=3[CH:42]=[C:33]2[CH:32]=1)=[O:30])[C:14]1[CH:19]=[CH:18][CH:17]=[C:16]([NH:20][C:21]([C:23]2[O:24][CH:25]=[CH:26][CH:27]=2)=[O:22])[CH:15]=1)C1C=CC=CC=1. Given the product [O:24]1[CH:25]=[CH:26][CH:27]=[C:23]1[C:21]([NH:20][C:16]1[CH:15]=[C:14]([CH:13]([NH:28][C:29]([C:31]2[S:47][C:34]3=[N:35][C:36]4[CH2:37][CH2:38][CH:39]([C:43]([CH3:45])([CH3:44])[CH3:46])[CH2:40][C:41]=4[CH:42]=[C:33]3[CH:32]=2)=[O:30])[CH2:12][NH:11][CH2:10][CH2:9][OH:8])[CH:19]=[CH:18][CH:17]=1)=[O:22], predict the reactants needed to synthesize it.